Dataset: Full USPTO retrosynthesis dataset with 1.9M reactions from patents (1976-2016). Task: Predict the reactants needed to synthesize the given product. Given the product [C:25]([NH:1][CH:2]([CH2:6][C:7]1[CH:12]=[CH:11][C:10]([N:13]([CH2:14][CH2:15][Cl:16])[CH2:17][CH2:18][Cl:19])=[CH:9][CH:8]=1)[C:3]([OH:5])=[O:4])(=[O:27])[CH3:26], predict the reactants needed to synthesize it. The reactants are: [NH2:1][CH:2]([CH2:6][C:7]1[CH:12]=[CH:11][C:10]([N:13]([CH2:17][CH2:18][Cl:19])[CH2:14][CH2:15][Cl:16])=[CH:9][CH:8]=1)[C:3]([OH:5])=[O:4].C(=O)([O-])O.[Na+].[C:25](OC(=O)C)(=[O:27])[CH3:26].Cl.